From a dataset of NCI-60 drug combinations with 297,098 pairs across 59 cell lines. Regression. Given two drug SMILES strings and cell line genomic features, predict the synergy score measuring deviation from expected non-interaction effect. (1) Drug 2: CC1C(C(CC(O1)OC2CC(CC3=C2C(=C4C(=C3O)C(=O)C5=C(C4=O)C(=CC=C5)OC)O)(C(=O)CO)O)N)O.Cl. Cell line: BT-549. Synergy scores: CSS=46.1, Synergy_ZIP=-5.84, Synergy_Bliss=-5.41, Synergy_Loewe=-3.48, Synergy_HSA=-1.86. Drug 1: CC1C(C(CC(O1)OC2CC(CC3=C2C(=C4C(=C3O)C(=O)C5=C(C4=O)C(=CC=C5)OC)O)(C(=O)CO)O)N)O.Cl. (2) Drug 1: C1=NC(=NC(=O)N1C2C(C(C(O2)CO)O)O)N. Drug 2: C(=O)(N)NO. Cell line: NCI-H322M. Synergy scores: CSS=23.4, Synergy_ZIP=-6.69, Synergy_Bliss=-0.773, Synergy_Loewe=-36.4, Synergy_HSA=-1.63. (3) Drug 1: C1=CC=C(C=C1)NC(=O)CCCCCCC(=O)NO. Drug 2: CCN(CC)CCCC(C)NC1=C2C=C(C=CC2=NC3=C1C=CC(=C3)Cl)OC. Cell line: SR. Synergy scores: CSS=67.9, Synergy_ZIP=0.336, Synergy_Bliss=-0.310, Synergy_Loewe=-3.46, Synergy_HSA=-0.934. (4) Drug 1: CC1OCC2C(O1)C(C(C(O2)OC3C4COC(=O)C4C(C5=CC6=C(C=C35)OCO6)C7=CC(=C(C(=C7)OC)O)OC)O)O. Drug 2: CC1=C(C=C(C=C1)NC(=O)C2=CC=C(C=C2)CN3CCN(CC3)C)NC4=NC=CC(=N4)C5=CN=CC=C5. Cell line: DU-145. Synergy scores: CSS=19.9, Synergy_ZIP=4.18, Synergy_Bliss=3.59, Synergy_Loewe=-17.4, Synergy_HSA=-0.251. (5) Cell line: HOP-62. Synergy scores: CSS=53.5, Synergy_ZIP=-3.84, Synergy_Bliss=-7.30, Synergy_Loewe=-8.96, Synergy_HSA=-4.77. Drug 2: COC1=C2C(=CC3=C1OC=C3)C=CC(=O)O2. Drug 1: C1CN(CCN1C(=O)CCBr)C(=O)CCBr. (6) Drug 1: COC1=CC(=CC(=C1O)OC)C2C3C(COC3=O)C(C4=CC5=C(C=C24)OCO5)OC6C(C(C7C(O6)COC(O7)C8=CC=CS8)O)O. Drug 2: C#CCC(CC1=CN=C2C(=N1)C(=NC(=N2)N)N)C3=CC=C(C=C3)C(=O)NC(CCC(=O)O)C(=O)O. Synergy scores: CSS=29.2, Synergy_ZIP=-5.80, Synergy_Bliss=-1.54, Synergy_Loewe=-1.92, Synergy_HSA=-1.89. Cell line: MDA-MB-231. (7) Drug 1: C1CCC(CC1)NC(=O)N(CCCl)N=O. Drug 2: CS(=O)(=O)CCNCC1=CC=C(O1)C2=CC3=C(C=C2)N=CN=C3NC4=CC(=C(C=C4)OCC5=CC(=CC=C5)F)Cl. Cell line: UACC62. Synergy scores: CSS=40.1, Synergy_ZIP=-1.09, Synergy_Bliss=6.48, Synergy_Loewe=5.14, Synergy_HSA=5.75.